This data is from Forward reaction prediction with 1.9M reactions from USPTO patents (1976-2016). The task is: Predict the product of the given reaction. Given the reactants [CH2:1]([C@@H:8]([CH2:12][CH2:13][C@H:14]([CH2:34][C:35]1[CH:40]=[CH:39][CH:38]=[CH:37][CH:36]=1)[C:15]([NH:17][C@H:18]1[CH2:24][CH2:23][S:22][C@H:21]2[CH2:25][CH2:26][CH2:27][C@@H:28]([C:29]([O:31][CH3:32])=[O:30])[N:20]2[C:19]1=[O:33])=[O:16])[C:9](O)=[O:10])[C:2]1[CH:7]=[CH:6][CH:5]=[CH:4][CH:3]=1.FC(F)(F)C(O)=O.[NH2:48][C@H:49]1[CH2:55][CH2:54][CH2:53][CH2:52][N:51]([C:56]2[CH:61]=[CH:60][CH:59]=[C:58]([O:62][CH3:63])[CH:57]=2)[C:50]1=[O:64], predict the reaction product. The product is: [CH2:34]([C@@H:14]([CH2:13][CH2:12][C@H:8]([CH2:1][C:2]1[CH:3]=[CH:4][CH:5]=[CH:6][CH:7]=1)[C:9]([NH:48][C@H:49]1[CH2:55][CH2:54][CH2:53][CH2:52][N:51]([C:56]2[CH:61]=[CH:60][CH:59]=[C:58]([O:62][CH3:63])[CH:57]=2)[C:50]1=[O:64])=[O:10])[C:15]([NH:17][C@H:18]1[CH2:24][CH2:23][S:22][C@H:21]2[CH2:25][CH2:26][CH2:27][C@@H:28]([C:29]([O:31][CH3:32])=[O:30])[N:20]2[C:19]1=[O:33])=[O:16])[C:35]1[CH:40]=[CH:39][CH:38]=[CH:37][CH:36]=1.